Dataset: Full USPTO retrosynthesis dataset with 1.9M reactions from patents (1976-2016). Task: Predict the reactants needed to synthesize the given product. Given the product [Cl:30][C:26]1[CH:25]=[C:24]([NH:23][C:22]([C:17]2[N:18]=[C:19]([CH3:21])[S:20][C:16]=2[NH:15][C:11]2[CH:12]=[CH:13][CH:14]=[C:9]([CH2:8][NH2:7])[CH:10]=2)=[O:31])[CH:29]=[CH:28][CH:27]=1, predict the reactants needed to synthesize it. The reactants are: C(OC(=O)[NH:7][CH2:8][C:9]1[CH:14]=[CH:13][CH:12]=[C:11]([NH:15][C:16]2[S:20][C:19]([CH3:21])=[N:18][C:17]=2[C:22](=[O:31])[NH:23][C:24]2[CH:29]=[CH:28][CH:27]=[C:26]([Cl:30])[CH:25]=2)[CH:10]=1)(C)(C)C.FC(F)(F)C(O)=O.